From a dataset of Full USPTO retrosynthesis dataset with 1.9M reactions from patents (1976-2016). Predict the reactants needed to synthesize the given product. (1) Given the product [Cl:26][C:7]1[CH:8]=[C:9]([O:12][CH2:13][C:14]2[N:15]=[C:16]([C:20]3[CH:25]=[CH:24][CH:23]=[CH:22][CH:21]=3)[O:17][C:18]=2[CH3:19])[CH:10]=[CH:11][C:6]=1[CH2:5][C@H:4]([O:27][CH2:28][CH3:29])[C:3]([OH:30])=[O:2], predict the reactants needed to synthesize it. The reactants are: C[O:2][C:3](=[O:30])[C@@H:4]([O:27][CH2:28][CH3:29])[CH2:5][C:6]1[CH:11]=[CH:10][C:9]([O:12][CH2:13][C:14]2[N:15]=[C:16]([C:20]3[CH:25]=[CH:24][CH:23]=[CH:22][CH:21]=3)[O:17][C:18]=2[CH3:19])=[CH:8][C:7]=1[Cl:26].[Li+].[OH-]. (2) Given the product [NH2:1][C:2]1[N:3]=[C:4]([C:33]2[N:32]=[CH:31][NH:30][N:29]=2)[C:5]2[N:11]=[C:10]([C:12]3[CH:17]=[CH:16][C:15]([F:18])=[CH:14][CH:13]=3)[CH:9]=[CH:8][C:6]=2[N:7]=1, predict the reactants needed to synthesize it. The reactants are: [NH2:1][C:2]1[NH:3][C:4](=O)[C:5]2[N:11]=[C:10]([C:12]3[CH:17]=[CH:16][C:15]([F:18])=[CH:14][CH:13]=3)[CH:9]=[CH:8][C:6]=2[N:7]=1.C(N(CC)C(C)C)(C)C.[NH:29]1[CH:33]=[N:32][CH:31]=[N:30]1.P(Cl)(Cl)(Cl)=O. (3) Given the product [CH3:54][C:55]1([OH:59])[CH2:58][N:57]([C:2]2[CH:7]=[N:6][C:5]([N+:8]([O-:10])=[O:9])=[CH:4][CH:3]=2)[CH2:56]1, predict the reactants needed to synthesize it. The reactants are: Br[C:2]1[CH:3]=[CH:4][C:5]([N+:8]([O-:10])=[O:9])=[N:6][CH:7]=1.CC1(C)C2C(=C(P(C3C=CC=CC=3)C3C=CC=CC=3)C=CC=2)OC2C(P(C3C=CC=CC=3)C3C=CC=CC=3)=CC=CC1=2.Cl.[CH3:54][C:55]1([OH:59])[CH2:58][NH:57][CH2:56]1.C([O-])([O-])=O.[Cs+].[Cs+]. (4) Given the product [CH2:15]([N:22]1[C:11]2[CH2:10][CH2:9][NH:8][CH2:13][C:12]=2[C:27]([C:28]2[CH:33]=[CH:32][CH:31]=[C:30]([F:34])[CH:29]=2)=[CH:26]1)[C:16]1[CH:21]=[CH:20][CH:19]=[CH:18][CH:17]=1, predict the reactants needed to synthesize it. The reactants are: C(OC([N:8]1[CH2:13][CH2:12][C:11](=O)[CH2:10][CH2:9]1)=O)(C)(C)C.[CH2:15]([NH2:22])[C:16]1[CH:21]=[CH:20][CH:19]=[CH:18][CH:17]=1.[N+]([CH:26]=[CH:27][C:28]1[CH:33]=[CH:32][CH:31]=[C:30]([F:34])[CH:29]=1)([O-])=O. (5) Given the product [Br:1][C:2]1[N:7]=[CH:6][C:5]([CH:8]2[N:12]([C:13]3[CH:18]=[CH:17][CH:16]=[CH:15][C:14]=3[Cl:19])[N:11]=[C:10]([C:20]([Cl:25])=[O:22])[CH2:9]2)=[CH:4][CH:3]=1, predict the reactants needed to synthesize it. The reactants are: [Br:1][C:2]1[N:7]=[CH:6][C:5]([CH:8]2[N:12]([C:13]3[CH:18]=[CH:17][CH:16]=[CH:15][C:14]=3[Cl:19])[N:11]=[C:10]([C:20]([OH:22])=O)[CH2:9]2)=[CH:4][CH:3]=1.S(Cl)([Cl:25])=O. (6) Given the product [CH2:1]([O:3][C:4](=[O:25])[CH2:5][C:6]1[C:14]2[C:9](=[C:10]([F:15])[CH:11]=[CH:12][CH:13]=2)[N:8]2[CH2:16][C@H:17]([N:26]=[N+:27]=[N-:28])[CH2:18][CH2:19][C:7]=12)[CH3:2], predict the reactants needed to synthesize it. The reactants are: [CH2:1]([O:3][C:4](=[O:25])[CH2:5][C:6]1[C:14]2[C:9](=[C:10]([F:15])[CH:11]=[CH:12][CH:13]=2)[N:8]2[CH2:16][C@@H:17](OS(C)(=O)=O)[CH2:18][CH2:19][C:7]=12)[CH3:2].[N-:26]=[N+:27]=[N-:28].[Na+].CCN(CC)CC.N#N. (7) Given the product [CH2:1]([N:8]([CH3:26])[CH2:9][CH2:10][N:11]1[CH:15]=[C:14]([C:16]2[CH:21]=[C:20]([C:22]([OH:24])=[O:23])[CH:19]=[CH:18][N:17]=2)[N:13]=[CH:12]1)[C:2]1[CH:3]=[CH:4][CH:5]=[CH:6][CH:7]=1, predict the reactants needed to synthesize it. The reactants are: [CH2:1]([N:8]([CH3:26])[CH2:9][CH2:10][N:11]1[CH:15]=[C:14]([C:16]2[CH:21]=[C:20]([C:22]([O:24]C)=[O:23])[CH:19]=[CH:18][N:17]=2)[N:13]=[CH:12]1)[C:2]1[CH:7]=[CH:6][CH:5]=[CH:4][CH:3]=1.[OH-].[Na+]. (8) Given the product [C:1]([C:3]1[C:4]2[C:5](=[CH:6][CH:7]=[CH:8][CH:9]=2)[C:10](=[O:29])[C:11]=1[C:12]1[CH:24]=[C:23]2[C:15]([C:16]3[CH:17]=[CH:18][C:19]([C:26]#[N:27])=[CH:20][C:21]=3[C:22]2=[O:25])=[CH:14][CH:13]=1)#[N:2], predict the reactants needed to synthesize it. The reactants are: [C:1]([CH2:3][C:4]1[CH:9]=[CH:8][CH:7]=[CH:6][C:5]=1[C:10]#[C:11][C:12]1[CH:24]=[C:23]2[C:15]([C:16]3[CH:17]=[CH:18][C:19]([C:26]#[N:27])=[CH:20][C:21]=3[C:22]2=[O:25])=[CH:14][CH:13]=1)#[N:2].C([O-])([O-])=[O:29].[Cs+].[Cs+].C(Cl)Cl. (9) Given the product [CH2:12]([O:19][C:20](=[O:33])[NH:21][CH:22]([C:25]1([CH3:32])[CH2:30][CH2:29][CH:28]([NH:31][C:2]2[CH:3]=[C:4]3[C:9](=[CH:10][CH:11]=2)[CH:8]=[N:7][CH:6]=[CH:5]3)[CH2:27][CH2:26]1)[CH2:23][CH3:24])[C:13]1[CH:14]=[CH:15][CH:16]=[CH:17][CH:18]=1, predict the reactants needed to synthesize it. The reactants are: Br[C:2]1[CH:3]=[C:4]2[C:9](=[CH:10][CH:11]=1)[CH:8]=[N:7][CH:6]=[CH:5]2.[CH2:12]([O:19][C:20](=[O:33])[NH:21][CH:22]([C:25]1([CH3:32])[CH2:30][CH2:29][CH:28]([NH2:31])[CH2:27][CH2:26]1)[CH2:23][CH3:24])[C:13]1[CH:18]=[CH:17][CH:16]=[CH:15][CH:14]=1.C(=O)([O-])[O-].[Cs+].[Cs+].C1(P(C2C=CC=CC=2)C2C=CC3C(=CC=CC=3)C=2C2C3C(=CC=CC=3)C=CC=2P(C2C=CC=CC=2)C2C=CC=CC=2)C=CC=CC=1.